Dataset: Full USPTO retrosynthesis dataset with 1.9M reactions from patents (1976-2016). Task: Predict the reactants needed to synthesize the given product. (1) Given the product [CH:1]1([CH2:4][O:5][C:6]2[C:11]([O:12][CH3:13])=[CH:10][CH:9]=[CH:8][C:7]=2/[CH:14]=[CH:15]/[C:16]2[O:27][C:21]3[C:20]([C:18](=[O:19])[CH:17]=2)=[CH:25][CH:24]=[CH:23][CH:22]=3)[CH2:2][CH2:3]1, predict the reactants needed to synthesize it. The reactants are: [CH:1]1([CH2:4][O:5][C:6]2[C:11]([O:12][CH3:13])=[CH:10][CH:9]=[CH:8][C:7]=2/[CH:14]=[CH:15]/[C:16](/[OH:27])=[CH:17]/[C:18]([C:20]2[CH:25]=[CH:24][CH:23]=[CH:22][C:21]=2O)=[O:19])[CH2:3][CH2:2]1.O.C1(C)C=CC(S(O)(=O)=O)=CC=1.O. (2) Given the product [CH3:1][S:2]([OH:5])(=[O:4])=[O:3].[Cl:41][C:38]1[S:37][C:36]([C:34]([NH:33][C:29]2[CH:28]=[CH:27][CH:26]=[C:25]3[C:30]=2[C:31](=[O:32])[N:23]([C:20]2[CH:21]=[CH:22][C:17]([N:16]4[CH2:15][CH2:14][O:13][C:42]4=[NH:43])=[CH:18][CH:19]=2)[CH2:24]3)=[O:35])=[CH:40][CH:39]=1, predict the reactants needed to synthesize it. The reactants are: [CH3:1][S:2]([OH:5])(=[O:4])=[O:3].[Si]([O:13][CH2:14][CH2:15][N:16]([C:42]#[N:43])[C:17]1[CH:22]=[CH:21][C:20]([N:23]2[C:31](=[O:32])[C:30]3[C:25](=[CH:26][CH:27]=[CH:28][C:29]=3[NH:33][C:34]([C:36]3[S:37][C:38]([Cl:41])=[CH:39][CH:40]=3)=[O:35])[CH2:24]2)=[CH:19][CH:18]=1)(C(C)(C)C)(C)C.C(#N)C.O. (3) Given the product [Cl:6][C:7]1[C:14]([Cl:15])=[CH:13][CH:12]=[CH:11][C:8]=1[CH2:9][CH:2]([C:1]#[N:5])[C:3]#[N:4], predict the reactants needed to synthesize it. The reactants are: [C:1](#[N:5])[CH2:2][C:3]#[N:4].[Cl:6][C:7]1[C:14]([Cl:15])=[CH:13][CH:12]=[CH:11][C:8]=1[CH:9]=O.[BH4-].[Na+].Cl. (4) Given the product [C:27]([C:29]1[CH:1]([C:3]2[CH:12]=[CH:11][C:6]([C:7]([O:9][CH3:10])=[O:8])=[CH:5][CH:4]=2)[N:25]([CH2:24][CH2:23][C:22]2[C:21]3[C:16](=[CH:17][CH:18]=[CH:19][CH:20]=3)[NH:15][C:14]=2[CH3:13])[C:32](=[O:33])[C:30]=1[OH:31])(=[O:28])[CH3:26], predict the reactants needed to synthesize it. The reactants are: [CH:1]([C:3]1[CH:12]=[CH:11][C:6]([C:7]([O:9][CH3:10])=[O:8])=[CH:5][CH:4]=1)=O.[CH3:13][C:14]1[NH:15][C:16]2[C:21]([C:22]=1[CH2:23][CH2:24][NH2:25])=[CH:20][CH:19]=[CH:18][CH:17]=2.[CH3:26][C:27]([CH2:29][C:30]([C:32](OC)=[O:33])=[O:31])=[O:28]. (5) Given the product [C:1]([OH:4])(=[O:3])[CH3:2].[NH2:5][CH2:6][C:7]1[CH:35]=[CH:34][C:10]2[N:11]([CH2:29][CH2:30][CH:31]([CH3:32])[CH3:33])[C:12]([CH2:14][N:15]3[C:24]4[C:19](=[CH:20][CH:21]=[CH:22][CH:23]=4)[CH2:18][N:17]([CH:25]4[CH2:26][CH2:27]4)[C:16]3=[O:28])=[N:13][C:9]=2[CH:8]=1, predict the reactants needed to synthesize it. The reactants are: [C:1]([O-:4])(=[O:3])[CH3:2].[NH2:5][CH2:6][C:7]1[CH:35]=[CH:34][C:10]2[N:11]([CH2:29][CH2:30][CH:31]([CH3:33])[CH3:32])[C:12]([CH2:14][N:15]3[C:24]4[C:19](=[CH:20][CH:21]=[CH:22][CH:23]=4)[CH2:18][N:17]([CH:25]4[CH2:27][CH2:26]4)[C:16]3=[O:28])=[N:13][C:9]=2[CH:8]=1. (6) Given the product [Br:15][C:2]1[C:11]2[C:6](=[CH:7][CH:8]=[C:9]([O:12][CH3:13])[CH:10]=2)[N:5]=[CH:4][CH:3]=1, predict the reactants needed to synthesize it. The reactants are: O[C:2]1[C:11]2[C:6](=[CH:7][CH:8]=[C:9]([O:12][CH3:13])[CH:10]=2)[N:5]=[CH:4][CH:3]=1.P(Br)(Br)[Br:15]. (7) Given the product [Cl:25][CH2:20][CH2:19][N:18]([CH2:21][CH2:22][OH:23])[C:2]1[C:3]([N+:15]([O-:17])=[O:16])=[C:4]([C:9]([N+:12]([O-:14])=[O:13])=[CH:10][CH:11]=1)[C:5]([O:7][CH3:8])=[O:6], predict the reactants needed to synthesize it. The reactants are: Cl[C:2]1[C:3]([N+:15]([O-:17])=[O:16])=[C:4]([C:9]([N+:12]([O-:14])=[O:13])=[CH:10][CH:11]=1)[C:5]([O:7][CH3:8])=[O:6].[N:18]1([CH2:21][CH2:22][OH:23])[CH2:20][CH2:19]1.[Li+].[Cl-:25]. (8) Given the product [CH:1]1([N:6]2[CH2:12][CH2:11][C:10]3[CH:13]=[CH:14][C:15]([O:17][C:22]4[N:21]=[N:20][C:19]([I:18])=[CH:24][CH:23]=4)=[CH:16][C:9]=3[CH2:8][CH2:7]2)[CH2:2][CH2:3][CH2:4][CH2:5]1, predict the reactants needed to synthesize it. The reactants are: [CH:1]1([N:6]2[CH2:12][CH2:11][C:10]3[CH:13]=[CH:14][C:15]([OH:17])=[CH:16][C:9]=3[CH2:8][CH2:7]2)[CH2:5][CH2:4][CH2:3][CH2:2]1.[I:18][C:19]1[N:20]=[N:21][C:22](I)=[CH:23][CH:24]=1.C(=O)([O-])[O-].[Cs+].[Cs+].